This data is from Full USPTO retrosynthesis dataset with 1.9M reactions from patents (1976-2016). The task is: Predict the reactants needed to synthesize the given product. (1) Given the product [Cl:1][C:2]1[C:3]([C:4]([N:22]2[CH2:21][CH2:20][C:19]([C:18]3[CH:15]=[CH:14][C:27]([C:28]#[N:29])=[CH:26][CH:17]=3)([OH:25])[CH2:24][CH2:23]2)=[O:6])=[CH:7][CH:8]=[CH:9][N:10]=1, predict the reactants needed to synthesize it. The reactants are: [Cl:1][C:2]1[N:10]=[CH:9][CH:8]=[CH:7][C:3]=1[C:4]([OH:6])=O.Cl.C([C:14]1[CH:27]=[CH:26][C:17]([CH2:18][C:19]2([OH:25])[CH2:24][CH2:23][NH:22][CH2:21][CH2:20]2)=C[CH:15]=1)#N.[CH3:28][N:29](C(ON1N=NC2C=CC=NC1=2)=[N+](C)C)C.F[P-](F)(F)(F)(F)F.C(N(CC)CC)C. (2) Given the product [Cl:28][C:26]1[N:25]=[N:24][C:23]([O:7][C:1]2[CH:6]=[CH:5][CH:4]=[CH:3][CH:2]=2)=[C:22]([OH:21])[CH:27]=1, predict the reactants needed to synthesize it. The reactants are: [C:1]1([OH:7])[CH:6]=[CH:5][CH:4]=[CH:3][CH:2]=1.C1(O)CCCCC1.CC(C)([O-])C.[Na+].[OH:21][C:22]1[CH:27]=[C:26]([Cl:28])[N:25]=[N:24][C:23]=1Cl.Cl. (3) Given the product [Cl:1][C:2]1[C:11]([C:26]2[S:27][C:28]([N+:31]([O-:33])=[O:32])=[CH:29][CH:30]=2)=[CH:10][C:9]([CH3:21])=[C:8]2[C:3]=1[CH:4]([CH3:24])[CH2:5][C:6]([CH3:22])([CH3:23])[NH:7]2, predict the reactants needed to synthesize it. The reactants are: [Cl:1][C:2]1[C:11](B2OC(C)(C)C(C)(C)O2)=[CH:10][C:9]([CH3:21])=[C:8]2[C:3]=1[CH:4]([CH3:24])[CH2:5][C:6]([CH3:23])([CH3:22])[NH:7]2.Br[C:26]1[S:27][C:28]([N+:31]([O-:33])=[O:32])=[CH:29][CH:30]=1. (4) Given the product [Cl:13][C:11]1[CH:12]=[C:7]2[CH2:6][N:18]([C:19]([O:21][C:22]([CH3:25])([CH3:24])[CH3:23])=[O:20])[C@@H:14]([CH:15]([CH3:17])[CH3:16])[C:8]2=[N:9][CH:10]=1, predict the reactants needed to synthesize it. The reactants are: CS(O[CH2:6][C:7]1[C:8]([C@@H:14]([NH:18][C:19]([O:21][C:22]([CH3:25])([CH3:24])[CH3:23])=[O:20])[CH:15]([CH3:17])[CH3:16])=[N:9][CH:10]=[C:11]([Cl:13])[CH:12]=1)(=O)=O.ClC1C=C(CCl)C([C@@H](NC(=O)OC(C)(C)C)C(C)C)=NC=1.[H-].[Na+]. (5) Given the product [CH2:33]([N:1]([CH2:25][C:24]1[CH:27]=[CH:28][C:21]([C:20]#[C:19][C:13]2[CH:18]=[CH:17][CH:16]=[CH:15][CH:14]=2)=[CH:22][CH:23]=1)[C:2]1[CH:3]=[CH:4][C:5]([F:12])=[C:6]([CH:11]=1)[C:7]([O:9][CH3:10])=[O:8])[CH2:34][CH2:35][CH3:36], predict the reactants needed to synthesize it. The reactants are: [NH2:1][C:2]1[CH:3]=[CH:4][C:5]([F:12])=[C:6]([CH:11]=1)[C:7]([O:9][CH3:10])=[O:8].[C:13]1([C:19]#[C:20][C:21]2[CH:28]=[CH:27][C:24]([CH:25]=O)=[CH:23][CH:22]=2)[CH:18]=[CH:17][CH:16]=[CH:15][CH:14]=1.C(O)(=O)C.[CH:33](=O)[CH2:34][CH2:35][CH3:36].C(O[BH-](OC(=O)C)OC(=O)C)(=O)C.[Na+]. (6) Given the product [Cl:10][C:11]1[CH:28]=[CH:27][C:14]([CH2:15][O:16][C:17]2[CH:24]=[CH:23][C:20]([CH:21]([O:22][CH3:29])[C:3]3[C:4]4[C:9](=[N:8][CH:7]=[CH:6][CH:5]=4)[NH:1][CH:2]=3)=[CH:19][C:18]=2[O:25][CH3:26])=[CH:13][CH:12]=1, predict the reactants needed to synthesize it. The reactants are: [NH:1]1[C:9]2[C:4](=[CH:5][CH:6]=[CH:7][N:8]=2)[CH:3]=[CH:2]1.[Cl:10][C:11]1[CH:28]=[CH:27][C:14]([CH2:15][O:16][C:17]2[CH:24]=[CH:23][C:20]([CH:21]=[O:22])=[CH:19][C:18]=2[O:25][CH3:26])=[CH:13][CH:12]=1.[CH3:29]O.[OH-].[K+]. (7) Given the product [Br:1][C:2]1[C:3]([C:14]2[S:16][CH:18]=[C:19]([CH:21]3[CH2:23][CH2:22]3)[N:15]=2)=[CH:4][C:5]([NH:8][C:9]([NH:11][CH2:12][CH3:13])=[O:10])=[N:6][CH:7]=1, predict the reactants needed to synthesize it. The reactants are: [Br:1][C:2]1[C:3]([C:14](=[S:16])[NH2:15])=[CH:4][C:5]([NH:8][C:9]([NH:11][CH2:12][CH3:13])=[O:10])=[N:6][CH:7]=1.Br[CH2:18][C:19]([CH:21]1[CH2:23][CH2:22]1)=O.